From a dataset of Catalyst prediction with 721,799 reactions and 888 catalyst types from USPTO. Predict which catalyst facilitates the given reaction. (1) Reactant: [C:1]1([CH2:7][CH2:8][C:9](O)=[O:10])[CH:6]=[CH:5][CH:4]=[CH:3][CH:2]=1.[CH3:12][O:13][C:14](=[O:24])[C@H:15]([NH2:23])[CH2:16][C:17]1[CH:22]=[CH:21][CH:20]=[CH:19][CH:18]=1.C(N(CC)CC)C. Product: [CH3:12][O:13][C:14](=[O:24])[C@H:15]([NH:23][C:9](=[O:10])[CH2:8][CH2:7][C:1]1[CH:6]=[CH:5][CH:4]=[CH:3][CH:2]=1)[CH2:16][C:17]1[CH:22]=[CH:21][CH:20]=[CH:19][CH:18]=1. The catalyst class is: 3. (2) Reactant: [Cl:1][C:2]1[C:10]([N+:11]([O-:13])=[O:12])=[CH:9][CH:8]=[CH:7][C:3]=1[C:4]([OH:6])=[O:5].IC.[C:16](=O)([O-])[O-].[K+].[K+].O. Product: [Cl:1][C:2]1[C:10]([N+:11]([O-:13])=[O:12])=[CH:9][CH:8]=[CH:7][C:3]=1[C:4]([O:6][CH3:16])=[O:5]. The catalyst class is: 3. (3) Reactant: C([O:3][C:4](=[O:33])[CH2:5][NH:6][C:7]([C:9]1[C:14](=[O:15])[N:13]([CH2:16][C:17]2[CH:22]=[CH:21][CH:20]=[CH:19][C:18]=2[C:23]([F:26])([F:25])[F:24])[C:12]([OH:27])=[C:11]([C:28](OC)=[O:29])[C:10]=1[OH:32])=[O:8])C.[CH2:34]([NH2:39])[C:35]([CH3:38])([CH3:37])[CH3:36]. Product: [CH3:36][C:35]([CH3:38])([CH3:37])[CH2:34][NH:39][C:28]([C:11]1[C:10]([OH:32])=[C:9]([C:7]([NH:6][CH2:5][C:4]([OH:3])=[O:33])=[O:8])[C:14](=[O:15])[N:13]([CH2:16][C:17]2[CH:22]=[CH:21][CH:20]=[CH:19][C:18]=2[C:23]([F:26])([F:25])[F:24])[C:12]=1[OH:27])=[O:29]. The catalyst class is: 22.